From a dataset of Full USPTO retrosynthesis dataset with 1.9M reactions from patents (1976-2016). Predict the reactants needed to synthesize the given product. (1) Given the product [CH2:14]([O:13][C:11]([C:10]1[CH:9]=[N:8][N:7]2[C:2]([NH:37][C:36]3[CH:38]=[CH:39][C:33]([F:32])=[CH:34][C:35]=3[CH3:40])=[C:3]([C:16]([N:18]3[CH2:19][CH2:20][C:21]4([C:31]5[C:26](=[CH:27][CH:28]=[CH:29][CH:30]=5)[CH:25]=[CH:24]4)[CH2:22][CH2:23]3)=[O:17])[CH:4]=[N:5][C:6]=12)=[O:12])[CH3:15], predict the reactants needed to synthesize it. The reactants are: Cl[C:2]1[N:7]2[N:8]=[CH:9][C:10]([C:11]([O:13][CH2:14][CH3:15])=[O:12])=[C:6]2[N:5]=[CH:4][C:3]=1[C:16]([N:18]1[CH2:23][CH2:22][C:21]2([C:31]3[C:26](=[CH:27][CH:28]=[CH:29][CH:30]=3)[CH:25]=[CH:24]2)[CH2:20][CH2:19]1)=[O:17].[F:32][C:33]1[CH:39]=[CH:38][C:36]([NH2:37])=[C:35]([CH3:40])[CH:34]=1. (2) Given the product [F:1][C:2]([F:10])([F:11])[C:3]1[CH:4]=[C:5]([CH:6]=[CH:7][CH:8]=1)[O:9][CH2:15][CH2:14][OH:13], predict the reactants needed to synthesize it. The reactants are: [F:1][C:2]([F:11])([F:10])[C:3]1[CH:4]=[C:5]([OH:9])[CH:6]=[CH:7][CH:8]=1.C1(=O)O[CH2:15][CH2:14][O:13]1. (3) The reactants are: Br[C:2]1[N:7]=[C:6]([C:8]2[NH:9][C:10](=[O:17])[C:11]3[CH:16]=[CH:15][S:14][C:12]=3[N:13]=2)[CH:5]=[CH:4][CH:3]=1.[Br-].[CH2:19]([Zn+])[C:20]1[CH:25]=[CH:24][CH:23]=[CH:22][CH:21]=1. Given the product [CH2:19]([C:2]1[N:7]=[C:6]([C:8]2[NH:9][C:10](=[O:17])[C:11]3[CH:16]=[CH:15][S:14][C:12]=3[N:13]=2)[CH:5]=[CH:4][CH:3]=1)[C:20]1[CH:25]=[CH:24][CH:23]=[CH:22][CH:21]=1, predict the reactants needed to synthesize it. (4) Given the product [F:1][CH:2]([F:11])[N:3]1[N:7]=[C:6]([NH2:8])[CH:5]=[N:4]1, predict the reactants needed to synthesize it. The reactants are: [F:1][CH:2]([F:11])[N:3]1[N:7]=[C:6]([N+:8]([O-])=O)[CH:5]=[N:4]1. (5) Given the product [C:4]([O:3][C:1]([N:8]1[CH2:13][CH2:12][CH:11]([CH2:14][O:15][S:16]([C:19]2[CH:25]=[CH:24][C:22]([CH3:23])=[CH:21][CH:20]=2)(=[O:18])=[O:17])[CH2:10][CH2:9]1)=[O:2])([CH3:7])([CH3:6])[CH3:5], predict the reactants needed to synthesize it. The reactants are: [C:1]([N:8]1[CH2:13][CH2:12][CH:11]([CH2:14][OH:15])[CH2:10][CH2:9]1)([O:3][C:4]([CH3:7])([CH3:6])[CH3:5])=[O:2].[S:16](Cl)([C:19]1[CH:25]=[CH:24][C:22]([CH3:23])=[CH:21][CH:20]=1)(=[O:18])=[O:17]. (6) Given the product [Cl:1][C:2]1[CH:3]=[N:4][CH:5]=[CH:6][C:7]=1[C:17]1[N:22]=[C:21]([N:23]2[CH2:24][CH2:25][CH:26]([N:29]3[C:30](=[O:39])[C:31]4[C:36](=[CH:35][CH:34]=[CH:33][CH:32]=4)[C:37]3=[O:38])[CH2:27][CH2:28]2)[CH:20]=[N:19][CH:18]=1, predict the reactants needed to synthesize it. The reactants are: [Cl:1][C:2]1[CH:3]=[N:4][CH:5]=[CH:6][CH:7]=1.C([N-]C(C)C)(C)C.[Li+].Cl[C:17]1[N:22]=[C:21]([N:23]2[CH2:28][CH2:27][CH:26]([N:29]3[C:37](=[O:38])[C:36]4[C:31](=[CH:32][CH:33]=[CH:34][CH:35]=4)[C:30]3=[O:39])[CH2:25][CH2:24]2)[CH:20]=[N:19][CH:18]=1. (7) The reactants are: [N:1]1([C:11]([O:13][C:14]([CH3:17])([CH3:16])[CH3:15])=[O:12])[CH2:6][CH2:5][O:4][CH2:3][C@H:2]1[C:7]([O:9]C)=O.[NH2:18][CH2:19][CH2:20][OH:21]. Given the product [OH:21][CH2:20][CH2:19][NH:18][C:7]([C@@H:2]1[CH2:3][O:4][CH2:5][CH2:6][N:1]1[C:11]([O:13][C:14]([CH3:17])([CH3:16])[CH3:15])=[O:12])=[O:9], predict the reactants needed to synthesize it.